Dataset: Reaction yield outcomes from USPTO patents with 853,638 reactions. Task: Predict the reaction yield, written as a fraction of the theoretical maximum amount of product (1.0 means a 100% yield; for example, 0.34 means a 34% yield). (1) The reactants are [CH3:1][C:2]1[C:6]([CH2:7][N:8]2[CH:12]=[C:11]([N:13]3[C:17](=[O:18])[CH2:16][NH:15][C:14]3=[O:19])[CH:10]=[N:9]2)=[C:5]([CH3:20])[O:4][N:3]=1.Br[CH2:22][C:23]1[CH:28]=[CH:27][CH:26]=[CH:25][N:24]=1. No catalyst specified. The product is [CH3:1][C:2]1[C:6]([CH2:7][N:8]2[CH:12]=[C:11]([N:13]3[C:17](=[O:18])[CH2:16][N:15]([CH2:22][C:23]4[CH:28]=[CH:27][CH:26]=[CH:25][N:24]=4)[C:14]3=[O:19])[CH:10]=[N:9]2)=[C:5]([CH3:20])[O:4][N:3]=1. The yield is 0.500. (2) The reactants are [C:1]([O:5][C:6]([N:8]1[CH2:12][C@H:11]([F:13])[CH2:10][C@H:9]1[C:14]([NH:16][CH2:17][C:18]1[N:23]=[CH:22][C:21]([C:24]([OH:26])=O)=[C:20]([C:27]2[CH:32]=[CH:31][C:30]([C:33]([F:36])([F:35])[F:34])=[CH:29][CH:28]=2)[CH:19]=1)=[O:15])=[O:7])([CH3:4])([CH3:3])[CH3:2].[NH4+].[Cl-].C[N:40](C(ON1N=NC2C=CC=NC1=2)=[N+](C)C)C.F[P-](F)(F)(F)(F)F.CCN(C(C)C)C(C)C. The catalyst is O1CCCC1. The product is [C:24]([C:21]1[C:20]([C:27]2[CH:32]=[CH:31][C:30]([C:33]([F:35])([F:36])[F:34])=[CH:29][CH:28]=2)=[CH:19][C:18]([CH2:17][NH:16][C:14]([C@@H:9]2[CH2:10][C@@H:11]([F:13])[CH2:12][N:8]2[C:6]([O:5][C:1]([CH3:2])([CH3:4])[CH3:3])=[O:7])=[O:15])=[N:23][CH:22]=1)(=[O:26])[NH2:40]. The yield is 0.470. (3) The reactants are [C:1]([N:4]1[C:13]2[C:8](=[CH:9][C:10]([N+:14]([O-:16])=[O:15])=[CH:11][CH:12]=2)[C:7](=O)[CH:6]([C:18](=O)[C:19]([O:21][CH2:22][CH3:23])=[O:20])[CH2:5]1)(=[O:3])[CH3:2].Cl.[O:26]1[C:30]2[CH:31]=[CH:32][C:33]([NH:35][NH2:36])=[CH:34][C:29]=2[O:28][CH2:27]1. The catalyst is C(O)(=O)C. The product is [C:1]([N:4]1[C:13]2[CH:12]=[CH:11][C:10]([N+:14]([O-:16])=[O:15])=[CH:9][C:8]=2[C:7]2[N:35]([C:33]3[CH:32]=[CH:31][C:30]4[O:26][CH2:27][O:28][C:29]=4[CH:34]=3)[N:36]=[C:18]([C:19]([O:21][CH2:22][CH3:23])=[O:20])[C:6]=2[CH2:5]1)(=[O:3])[CH3:2]. The yield is 0.780. (4) The reactants are [CH3:1][O:2][C:3]1[CH:8]=[C:7]([O:9]COC)[CH:6]=[CH:5][C:4]=1[C:13]1[C:14]([CH2:26][O:27][C:28](=[O:36])[C:29]2[CH:34]=[CH:33][C:32]([CH3:35])=[CH:31][CH:30]=2)=[C:15]2[C:20](=[CH:21][CH:22]=1)[NH:19][C:18]([CH3:24])([CH3:23])[CH:17]=[C:16]2[CH3:25].Cl.O1CCOCC1. The catalyst is O1CCOCC1.C(OCC)(=O)C. The product is [OH:9][C:7]1[CH:6]=[CH:5][C:4]([C:13]2[C:14]([CH2:26][O:27][C:28](=[O:36])[C:29]3[CH:30]=[CH:31][C:32]([CH3:35])=[CH:33][CH:34]=3)=[C:15]3[C:20](=[CH:21][CH:22]=2)[NH:19][C:18]([CH3:24])([CH3:23])[CH:17]=[C:16]3[CH3:25])=[C:3]([O:2][CH3:1])[CH:8]=1. The yield is 0.800. (5) The catalyst is C(#N)C. The reactants are C(=O)([O-])[O-].[K+].[K+].Br[CH:8]([C:13]([O:15][CH3:16])=[O:14])[C:9]([O:11][CH3:12])=[O:10].[N:17]1([C:23]([O:25][C:26]([CH3:29])([CH3:28])[CH3:27])=[O:24])[CH2:22][CH2:21][NH:20][CH2:19][CH2:18]1. The yield is 0.970. The product is [C:26]([O:25][C:23]([N:17]1[CH2:22][CH2:21][N:20]([CH:8]([C:13]([O:15][CH3:16])=[O:14])[C:9]([O:11][CH3:12])=[O:10])[CH2:19][CH2:18]1)=[O:24])([CH3:29])([CH3:27])[CH3:28]. (6) The reactants are Br[CH2:2][CH2:3][CH2:4][O:5][C:6]1[CH:11]=[CH:10][C:9]([C@@H:12]2[O:17][CH2:16][CH2:15][N:14]([C:18]([O:20][C:21]([CH3:24])([CH3:23])[CH3:22])=[O:19])[CH2:13]2)=[CH:8][CH:7]=1.[H-].[Na+].[NH:27]1[CH2:31][CH2:30][CH2:29][CH2:28]1. The catalyst is O1CCCC1. The product is [N:27]1([CH2:2][CH2:3][CH2:4][O:5][C:6]2[CH:11]=[CH:10][C:9]([C@@H:12]3[O:17][CH2:16][CH2:15][N:14]([C:18]([O:20][C:21]([CH3:24])([CH3:23])[CH3:22])=[O:19])[CH2:13]3)=[CH:8][CH:7]=2)[CH2:31][CH2:30][CH2:29][CH2:28]1. The yield is 0.580. (7) The product is [CH3:43][O:42][C:40](=[O:41])[CH2:39][C:36]1[CH:37]=[CH:38][C:33]([NH:32][C:28]([C@H:9]2[C@H:8]([C:4]3[CH:5]=[CH:6][CH:7]=[C:2]([Cl:1])[C:3]=3[F:31])[C@:12]([C:15]3[CH:20]=[CH:19][C:18]([Cl:21])=[CH:17][C:16]=3[F:22])([C:13]#[N:14])[C@H:11]([CH2:23][C:24]([CH3:27])([CH3:25])[CH3:26])[NH:10]2)=[O:30])=[CH:34][CH:35]=1. The yield is 0.697. The catalyst is C(Cl)Cl. The reactants are [Cl:1][C:2]1[C:3]([F:31])=[C:4]([C@@H:8]2[C@:12]([C:15]3[CH:20]=[CH:19][C:18]([Cl:21])=[CH:17][C:16]=3[F:22])([C:13]#[N:14])[C@H:11]([CH2:23][C:24]([CH3:27])([CH3:26])[CH3:25])[NH:10][C@H:9]2[C:28]([OH:30])=O)[CH:5]=[CH:6][CH:7]=1.[NH2:32][C:33]1[CH:38]=[CH:37][C:36]([CH2:39][C:40]([O:42][CH3:43])=[O:41])=[CH:35][CH:34]=1.CN(C(ON1N=NC2C=CC=NC1=2)=[N+](C)C)C.F[P-](F)(F)(F)(F)F.CCN(C(C)C)C(C)C.